From a dataset of Reaction yield outcomes from USPTO patents with 853,638 reactions. Predict the reaction yield, written as a fraction of the theoretical maximum amount of product (1.0 means a 100% yield; for example, 0.34 means a 34% yield). (1) The reactants are [NH2:1][C:2]1[CH:3]=[C:4]([N:8]([C:16]2([C:40]([O:42][CH3:43])=[O:41])[CH2:21][CH2:20][N:19]([CH2:22][CH:23]([C:34]3[CH:39]=[CH:38][CH:37]=[CH:36][CH:35]=3)[C:24]([O:26][CH2:27][C:28]3[CH:33]=[CH:32][CH:31]=[CH:30][CH:29]=3)=[O:25])[CH2:18][CH2:17]2)[C:9]([C:11]2[O:12][CH:13]=[CH:14][CH:15]=2)=[O:10])[CH:5]=[CH:6][CH:7]=1.C(N(CC)CC)C.[C:51](OC(=O)C)(=[O:53])[CH3:52].C(=O)([O-])O.[Na+]. The catalyst is C1(C)C=CC=CC=1. The product is [C:51]([NH:1][C:2]1[CH:3]=[C:4]([N:8]([C:16]2([C:40]([O:42][CH3:43])=[O:41])[CH2:21][CH2:20][N:19]([CH2:22][CH:23]([C:34]3[CH:35]=[CH:36][CH:37]=[CH:38][CH:39]=3)[C:24]([O:26][CH2:27][C:28]3[CH:29]=[CH:30][CH:31]=[CH:32][CH:33]=3)=[O:25])[CH2:18][CH2:17]2)[C:9]([C:11]2[O:12][CH:13]=[CH:14][CH:15]=2)=[O:10])[CH:5]=[CH:6][CH:7]=1)(=[O:53])[CH3:52]. The yield is 0.760. (2) The reactants are ClCC([NH:5][C:6]([CH3:16])([CH3:15])[CH2:7][C:8]1[CH:13]=[CH:12][C:11]([Cl:14])=[CH:10][CH:9]=1)=O.Cl.C(=O)(O)[O-].[Na+]. The catalyst is O1CCOCC1. The product is [Cl:14][C:11]1[CH:10]=[CH:9][C:8]([CH2:7][C:6]([CH3:16])([NH2:5])[CH3:15])=[CH:13][CH:12]=1. The yield is 0.380. (3) The yield is 1.00. The product is [Br:16][C:17]1[CH:22]=[C:21]([CH3:23])[C:20]([CH:3]([C:2]([CH3:8])([CH3:7])[CH3:1])[C:4]([NH2:11])=[O:5])=[C:19]([CH3:25])[CH:18]=1. The reactants are [CH3:1][C:2]([CH3:8])([CH3:7])[CH2:3][C:4](Cl)=[O:5].C([N:11](CC)CC)C.[Br:16][C:17]1[CH:22]=[C:21]([CH3:23])[C:20](N)=[C:19]([CH3:25])[CH:18]=1.O. The catalyst is C(#N)C. (4) The reactants are [Cl-].O[NH3+].[C:4](=[O:7])([O-])[OH:5].[Na+].[CH3:9][O:10][C:11]1[CH:16]=[CH:15][C:14]([C:17]([C@H:19]2[CH2:24][CH2:23][C@H:22]([N:25]3[C:30](=[O:31])[C:29]([CH2:32][C:33]4[CH:38]=[CH:37][C:36]([C:39]5[C:40]([C:45]#[N:46])=[CH:41][CH:42]=[CH:43][CH:44]=5)=[CH:35][CH:34]=4)=[C:28]([CH2:47][CH2:48][CH3:49])[N:27]4[N:50]=[CH:51][N:52]=[C:26]34)[CH2:21][CH2:20]2)=[O:18])=[CH:13][CH:12]=1.[N:53]12CCCN=C1CCCCC2. The catalyst is C(OCC)(=O)C.O1CCCC1.CS(C)=O. The product is [CH3:9][O:10][C:11]1[CH:12]=[CH:13][C:14]([C:17]([C@H:19]2[CH2:20][CH2:21][C@H:22]([N:25]3[C:30](=[O:31])[C:29]([CH2:32][C:33]4[CH:38]=[CH:37][C:36]([C:39]5[CH:44]=[CH:43][CH:42]=[CH:41][C:40]=5[C:45]5[NH:53][C:4](=[O:7])[O:5][N:46]=5)=[CH:35][CH:34]=4)=[C:28]([CH2:47][CH2:48][CH3:49])[N:27]4[N:50]=[CH:51][N:52]=[C:26]34)[CH2:23][CH2:24]2)=[O:18])=[CH:15][CH:16]=1. The yield is 0.440. (5) The product is [Cl:1][C:2]1[C:7]([C:8]([NH:10][CH2:11][C:12]2[CH:17]=[CH:16][CH:15]=[C:14]([F:18])[CH:13]=2)=[O:9])=[C:6]([CH3:19])[CH:5]=[C:4]([N:35]([CH:31]2[CH2:32][CH2:33][CH2:34][CH:29]([O:28][CH3:27])[CH2:30]2)[CH3:36])[N:3]=1. The reactants are [Cl:1][C:2]1[C:7]([C:8]([NH:10][CH2:11][C:12]2[CH:17]=[CH:16][CH:15]=[C:14]([F:18])[CH:13]=2)=[O:9])=[C:6]([CH3:19])[CH:5]=[C:4](Cl)[N:3]=1.C([O-])([O-])=O.[K+].[K+].[CH3:27][O:28][CH:29]1[CH2:34][CH2:33][CH2:32][CH:31]([NH:35][CH3:36])[CH2:30]1.O. The yield is 0.320. The catalyst is CN(C=O)C. (6) The reactants are [C:1]([O:7][CH2:8][CH3:9])(=[O:6])[CH2:2][C:3]([CH3:5])=[O:4].[H-].[Na+].[Br:12][C:13]1[CH:18]=[CH:17][C:16]([CH2:19]Br)=[CH:15][CH:14]=1.C([O-])(O)=O.[Na+]. The catalyst is CN(C=O)C. The product is [Br:12][C:13]1[CH:18]=[CH:17][C:16]([CH2:19][C:2]([CH2:19][C:16]2[CH:15]=[CH:14][C:13]([Br:12])=[CH:18][CH:17]=2)([C:3](=[O:4])[CH3:5])[C:1]([O:7][CH2:8][CH3:9])=[O:6])=[CH:15][CH:14]=1. The yield is 0.900.